This data is from Full USPTO retrosynthesis dataset with 1.9M reactions from patents (1976-2016). The task is: Predict the reactants needed to synthesize the given product. (1) Given the product [Br:11][C:5]1[N:6]=[C:7]([N+:8]([O-:10])=[O:9])[C:2]([NH2:1])=[CH:3][C:4]=1[N:12]1[CH2:17][CH2:16][NH:15][CH2:14][CH2:13]1, predict the reactants needed to synthesize it. The reactants are: [NH2:1][C:2]1[CH:3]=[C:4]([N:12]2[CH2:17][CH2:16][N:15](C(OC(C)(C)C)=O)[CH2:14][CH2:13]2)[C:5]([Br:11])=[N:6][C:7]=1[N+:8]([O-:10])=[O:9].C(O)(C(F)(F)F)=O. (2) Given the product [N:1]1[C:9]([NH:10][C@H:11]([C:13]2[N:17]([C:18]3[CH:23]=[CH:22][CH:21]=[CH:20][CH:19]=3)[C:16]3[CH:24]=[C:25]([C:28]([NH2:29])=[O:31])[CH:26]=[CH:27][C:15]=3[N:14]=2)[CH3:12])=[C:8]2[C:4]([NH:5][CH:6]=[N:7]2)=[N:3][CH:2]=1, predict the reactants needed to synthesize it. The reactants are: [N:1]1[C:9]([NH:10][C@H:11]([C:13]2[N:17]([C:18]3[CH:23]=[CH:22][CH:21]=[CH:20][CH:19]=3)[C:16]3[CH:24]=[C:25]([C:28]#[N:29])[CH:26]=[CH:27][C:15]=3[N:14]=2)[CH3:12])=[C:8]2[C:4]([NH:5][CH:6]=[N:7]2)=[N:3][CH:2]=1.C(=O)([O-])[O-:31].[K+].[K+]. (3) The reactants are: [CH2:1]([CH:3]1[CH2:7][NH:6][N:5]=[CH:4]1)[CH3:2].C[S:9][C:10](SC)=[N:11][S:12]([C:15]1[CH:20]=[CH:19][CH:18]=[CH:17][C:16]=1[Cl:21])(=[O:14])=[O:13].N1C=CC=C[CH:25]=1. Given the product [Cl:21][C:16]1[CH:17]=[CH:18][CH:19]=[CH:20][C:15]=1[S:12]([N:11]=[C:10]([CH3:25])[S:9][N:5]1[CH2:4][CH:3]([CH2:1][CH3:2])[CH:7]=[N:6]1)(=[O:14])=[O:13], predict the reactants needed to synthesize it. (4) Given the product [Cl:1][C:2]1[C:3]([C:22]2[S:23][C:24]([C:27]3[N:28]=[C:29]4[C:30]([Cl:40])=[CH:31][C:32]([C:36]([F:38])([F:39])[F:37])=[CH:61][N:57]4[CH:35]=3)=[N:25][N:26]=2)=[CH:4][C:5]([F:21])=[C:6]([CH:20]=1)[O:7][CH2:8][CH:9]([NH:12][C:13](=[O:19])[O:14][C:15]([CH3:18])([CH3:16])[CH3:17])[CH2:10][O:11][P:44]([O:45][C:46]([CH3:47])([CH3:48])[CH3:49])([O:50][C:51]([CH3:52])([CH3:53])[CH3:54])=[O:66], predict the reactants needed to synthesize it. The reactants are: [Cl:1][C:2]1[C:3]([C:22]2[S:23][C:24]([C:27]3[N:28]=[C:29]4C([CH:35]=3)C=[C:32]([C:36]([F:39])([F:38])[F:37])[CH:31]=[C:30]4[Cl:40])=[N:25][N:26]=2)=[CH:4][C:5]([F:21])=[C:6]([CH:20]=1)[O:7][CH2:8][CH:9]([NH:12][C:13](=[O:19])[O:14][C:15]([CH3:18])([CH3:17])[CH3:16])[CH2:10][OH:11].C(N(CC)[P:44]([O:50][C:51]([CH3:54])([CH3:53])[CH3:52])[O:45][C:46]([CH3:49])([CH3:48])[CH3:47])C.[NH:57]1[CH:61]=NN=N1.OO.S([O-])([O-])(=[O:66])=S.[Na+].[Na+]. (5) Given the product [N:14]1[CH:15]=[C:16]([CH:4]2[CH2:5][CH2:6][CH2:7][N:3]2[CH3:1])[CH:17]=[CH:12][CH:13]=1, predict the reactants needed to synthesize it. The reactants are: [CH:1]([N:3]1[CH2:7][CH2:6][CH2:5][C:4]1=O)=C.[H-].[Na+].C(OCC)(=O)[C:12]1[CH:17]=[CH:16][CH:15]=[N:14][CH:13]=1.Cl.[BH4-].[Na+].C=O. (6) Given the product [F:1][C:2]([F:7])([F:6])[C:3]([OH:5])=[O:4].[F:8][C:9]([F:14])([F:13])[C:10]([OH:12])=[O:11].[NH2:15][C:16]1[N:17]=[CH:18][C:19]([C:35]2[CH:36]=[N:37][N:38]([CH:40]3[CH2:45][CH2:44][N:43]([C:48](=[O:49])[CH3:47])[CH2:42][CH2:41]3)[CH:39]=2)=[C:20]2[CH:24]=[C:23]([C:25]3[C:33]4[C:28](=[CH:29][N:30]=[C:31]([OH:34])[CH:32]=4)[S:27][CH:26]=3)[O:22][C:21]=12, predict the reactants needed to synthesize it. The reactants are: [F:1][C:2]([F:7])([F:6])[C:3]([OH:5])=[O:4].[F:8][C:9]([F:14])([F:13])[C:10]([OH:12])=[O:11].[NH2:15][C:16]1[N:17]=[CH:18][C:19]([C:35]2[CH:36]=[N:37][N:38]([CH:40]3[CH2:45][CH2:44][NH:43][CH2:42][CH2:41]3)[CH:39]=2)=[C:20]2[CH:24]=[C:23]([C:25]3[C:33]4[C:28](=[CH:29][N:30]=[C:31]([OH:34])[CH:32]=4)[S:27][CH:26]=3)[O:22][C:21]=12.C1C[O:49][CH2:48][CH2:47]1.C(N(CC)CC)C.C(OC(=O)C)(=O)C. (7) The reactants are: [C:1]([O:5][C:6]([N:8]1[CH2:13][CH2:12][N:11]([CH2:14][C:15]2[CH:23]=[C:22]([CH3:24])[CH:21]=[CH:20][C:16]=2[C:17](O)=[O:18])[CH2:10][CH2:9]1)=[O:7])([CH3:4])([CH3:3])[CH3:2].Cl.CN(C)CCCN=C=NCC.[NH:37]1[CH2:42][CH2:41][O:40][CH2:39][CH2:38]1. Given the product [CH3:24][C:22]1[CH:21]=[CH:20][C:16]([C:17]([N:37]2[CH2:42][CH2:41][O:40][CH2:39][CH2:38]2)=[O:18])=[C:15]([CH2:14][N:11]2[CH2:12][CH2:13][N:8]([C:6]([O:5][C:1]([CH3:4])([CH3:3])[CH3:2])=[O:7])[CH2:9][CH2:10]2)[CH:23]=1, predict the reactants needed to synthesize it. (8) Given the product [CH3:34][S:35]([N:1]([S:35]([CH3:34])(=[O:37])=[O:36])[C:2]1[C:3]([C:8]2[CH:9]=[CH:10][C:11]([C:12]([NH:14][C:15]3[CH:20]=[CH:19][C:18]([C:21]([CH3:22])([CH3:23])[CH3:24])=[CH:17][CH:16]=3)=[O:13])=[CH:25][CH:26]=2)=[N:4][CH:5]=[CH:6][CH:7]=1)(=[O:37])=[O:36], predict the reactants needed to synthesize it. The reactants are: [NH2:1][C:2]1[C:3]([C:8]2[CH:26]=[CH:25][C:11]([C:12]([NH:14][C:15]3[CH:20]=[CH:19][C:18]([C:21]([CH3:24])([CH3:23])[CH3:22])=[CH:17][CH:16]=3)=[O:13])=[CH:10][CH:9]=2)=[N:4][CH:5]=[CH:6][CH:7]=1.C(N(CC)CC)C.[CH3:34][S:35](Cl)(=[O:37])=[O:36].